This data is from Human liver microsome stability data. The task is: Regression/Classification. Given a drug SMILES string, predict its absorption, distribution, metabolism, or excretion properties. Task type varies by dataset: regression for continuous measurements (e.g., permeability, clearance, half-life) or binary classification for categorical outcomes (e.g., BBB penetration, CYP inhibition). Dataset: hlm. (1) The molecule is CN1CCc2cc(-c3ccc4oc5c(-c6ccccc6)nc(=O)n(CCN6CCC(F)(F)C6)c5c4c3)ccc2C1. The result is 1 (stable in human liver microsomes). (2) The result is 0 (unstable in human liver microsomes). The drug is CC[C@H]1OC(=O)[C@H](C)[C@@H](O[C@H]2C[C@@](C)(OC)[C@@H](O)[C@H](C)O2)[C@H](C)[C@@H](O[C@@H]2O[C@H](C)C[C@H](N(C)C)[C@H]2O)[C@](C)(O)C[C@@H](C)CN(C)[C@H](C)[C@@H](O)[C@]1(C)O. (3) The compound is COc1cc(C(=O)c2c[nH]c(-c3c[nH]c4ccccc34)n2)cc2c1OC=CO2. The result is 0 (unstable in human liver microsomes). (4) The molecule is CC(=O)c1c(F)c(C(=O)NOC[C@H](O)CO)c(Nc2ccc(I)cc2F)n1C. The result is 0 (unstable in human liver microsomes). (5) The molecule is NC(N)=NCCC[C@H](N)C(=O)Nc1ccc(Oc2ccc(S(=O)(=O)CC3CS3)cc2)cc1. The result is 0 (unstable in human liver microsomes). (6) The drug is CCc1nc2ccc(Cl)cn2c1C(=O)NCc1ccc(N2CCC(c3ccc(OC(F)(F)F)cc3)CC2)cc1. The result is 0 (unstable in human liver microsomes). (7) The molecule is O=C(O)COc1c(C(=O)O)sc(-c2cccc(NC3CCN(S(=O)(=O)Cc4ccccc4)CC3)c2)c1Br. The result is 0 (unstable in human liver microsomes). (8) The compound is CS(=O)(=O)Nc1ccc2c(c1)S(=O)(=O)NC(C1=C(O)CCN(Cc3ccc(F)cc3)C1=O)=N2. The result is 0 (unstable in human liver microsomes). (9) The compound is CN1CC=CCCOc2cccc(c2)-c2ccnc(n2)Nc2ccc(N3CCOCC3)c(c2)C1. The result is 1 (stable in human liver microsomes). (10) The molecule is CC(C)CCn1nc(-c2cccs2)c(O)c(C2=NS(=O)(=O)c3cc(C#N)ccc3N2)c1=O. The result is 1 (stable in human liver microsomes).